This data is from Reaction yield outcomes from USPTO patents with 853,638 reactions. The task is: Predict the reaction yield, written as a fraction of the theoretical maximum amount of product (1.0 means a 100% yield; for example, 0.34 means a 34% yield). (1) The reactants are [CH2:1]([O:3][C:4]1[CH:13]=[C:12]([N+:14]([O-])=O)[CH:11]=[CH:10][C:5]=1[C:6]([O:8][CH3:9])=[O:7])[CH3:2].[H][H]. The catalyst is [Pd].CO. The product is [NH2:14][C:12]1[CH:11]=[CH:10][C:5]([C:6]([O:8][CH3:9])=[O:7])=[C:4]([O:3][CH2:1][CH3:2])[CH:13]=1. The yield is 0.940. (2) The reactants are C([O:5][C:6](=[O:40])[CH2:7][O:8][C:9]1[C:14]2[CH2:15][CH2:16][CH2:17][CH2:18][CH:19]([N:20]([S:22]([C:25]3[CH:30]=[CH:29][C:28]([C:31]4[CH:36]=[CH:35][CH:34]=[C:33]([CH:37]([CH3:39])[CH3:38])[CH:32]=4)=[CH:27][N:26]=3)(=[O:24])=[O:23])[CH3:21])[C:13]=2[CH:12]=[CH:11][CH:10]=1)(C)(C)C.[OH-].[Na+]. No catalyst specified. The product is [CH:37]([C:33]1[CH:32]=[C:31]([C:28]2[CH:29]=[CH:30][C:25]([S:22]([N:20]([CH3:21])[CH:19]3[C:13]4[CH:12]=[CH:11][CH:10]=[C:9]([O:8][CH2:7][C:6]([OH:40])=[O:5])[C:14]=4[CH2:15][CH2:16][CH2:17][CH2:18]3)(=[O:23])=[O:24])=[N:26][CH:27]=2)[CH:36]=[CH:35][CH:34]=1)([CH3:39])[CH3:38]. The yield is 0.490. (3) The reactants are [F:1][C:2]([F:7])([F:6])[C:3]([OH:5])=[O:4].FC(F)(F)C(O)=O.[Cl:15][C:16]1[CH:17]=[N:18][C:19]2[NH:20][C:21]3[CH:22]=[CH:23][CH:24]=[C:25]([CH:45]=3)[CH2:26][CH2:27][C:28]3[CH:36]=[C:32]([NH:33][C:34]=1[N:35]=2)[CH:31]=[CH:30][C:29]=3[NH:37][C:38]([C@@H:40]1[CH2:44][CH2:43][NH:42][CH2:41]1)=[O:39].[N:46]([CH:49]1[CH2:53][CH2:52][CH2:51][CH2:50]1)=[C:47]=[O:48]. No catalyst specified. The product is [F:1][C:2]([F:7])([F:6])[C:3]([OH:5])=[O:4].[Cl:15][C:16]1[CH:17]=[N:18][C:19]2[NH:20][C:21]3[CH:22]=[CH:23][CH:24]=[C:25]([CH:45]=3)[CH2:26][CH2:27][C:28]3[CH:36]=[C:32]([NH:33][C:34]=1[N:35]=2)[CH:31]=[CH:30][C:29]=3[NH:37][C:38]([C@@H:40]1[CH2:44][CH2:43][N:42]([C:47]([NH:46][CH:49]2[CH2:53][CH2:52][CH2:51][CH2:50]2)=[O:48])[CH2:41]1)=[O:39]. The yield is 0.430. (4) The catalyst is C(Cl)Cl. The product is [N:48]1([C:10]([C@@H:9]([NH:8][C:6](=[O:7])[O:5][C:1]([CH3:2])([CH3:3])[CH3:4])[CH2:13][CH3:14])=[O:12])[CH2:53][CH2:52][O:51][CH2:50][CH2:49]1. The yield is 0.890. The reactants are [C:1]([O:5][C:6]([NH:8][C@@H:9]([CH2:13][CH3:14])[C:10]([OH:12])=O)=[O:7])([CH3:4])([CH3:3])[CH3:2].CN(C(ON1N=NC2C=CC=CC1=2)=[N+](C)C)C.F[P-](F)(F)(F)(F)F.CCN(C(C)C)C(C)C.[NH:48]1[CH2:53][CH2:52][O:51][CH2:50][CH2:49]1. (5) The reactants are C([O:3][C:4]([C:6]1[C:15](=[O:16])[C:14]2[C:9](=[CH:10][C:11]([O:26][CH3:27])=[C:12]([CH2:17][C:18]3[CH:23]=[CH:22][CH:21]=[C:20]([Cl:24])[C:19]=3[F:25])[CH:13]=2)[N:8]([C@H:28]([C:32](C)(C)[O:33][SiH2]C(C)(C)C)[CH:29]([CH3:31])[CH3:30])[CH:7]=1)=[O:5])C.C(O)(C)C.[OH-].[Na+]. The catalyst is CCCCCCC. The product is [Cl:24][C:20]1[C:19]([F:25])=[C:18]([CH:23]=[CH:22][CH:21]=1)[CH2:17][C:12]1[CH:13]=[C:14]2[C:9](=[CH:10][C:11]=1[O:26][CH3:27])[N:8]([C@H:28]([CH2:32][OH:33])[CH:29]([CH3:31])[CH3:30])[CH:7]=[C:6]([C:4]([OH:5])=[O:3])[C:15]2=[O:16]. The yield is 0.993. (6) The reactants are [C:1]([CH2:3]P(=O)(OCC)OCC)#[N:2].CC(C)([O-])C.[K+].[CH2:18]([O:20][CH:21]([O:29][CH2:30][CH3:31])[C:22]1[S:26][CH:25]=[C:24]([CH:27]=O)[CH:23]=1)[CH3:19]. The catalyst is C1COCC1. The product is [CH2:18]([O:20][CH:21]([O:29][CH2:30][CH3:31])[C:22]1[S:26][CH:25]=[C:24](/[CH:27]=[CH:3]/[C:1]#[N:2])[CH:23]=1)[CH3:19]. The yield is 0.849. (7) The yield is 0.316. The reactants are [N:1]12[CH2:8][CH2:7][C:4]([C:9]([C:17]3[CH:22]=[CH:21][CH:20]=[CH:19][CH:18]=3)([C:11]3[CH:16]=[CH:15][CH:14]=[CH:13][CH:12]=3)[OH:10])([CH2:5][CH2:6]1)[CH2:3][CH2:2]2.[Br:23][CH2:24][CH2:25][O:26][CH:27]1[CH2:32][CH2:31][CH2:30][CH2:29][O:28]1. The catalyst is CC#N. The product is [Br-:23].[OH:10][C:9]([C:17]1[CH:22]=[CH:21][CH:20]=[CH:19][CH:18]=1)([C:11]1[CH:12]=[CH:13][CH:14]=[CH:15][CH:16]=1)[C:4]12[CH2:5][CH2:6][N+:1]([CH2:24][CH2:25][O:26][CH:27]3[CH2:32][CH2:31][CH2:30][CH2:29][O:28]3)([CH2:2][CH2:3]1)[CH2:8][CH2:7]2. (8) The reactants are [NH:1]1[CH:5]=[C:4]([CH2:6][N:7]2[CH2:11][CH:10]([CH2:12][CH2:13][CH3:14])[CH2:9][C:8]2=[O:15])[N:3]=[CH:2]1.[Cl:16]N1C(=O)CCC1=O. The catalyst is CC#N.C1COCC1. The product is [Cl:16][C:5]1[N:1]=[CH:2][NH:3][C:4]=1[CH2:6][N:7]1[CH2:11][CH:10]([CH2:12][CH2:13][CH3:14])[CH2:9][C:8]1=[O:15]. The yield is 0.760. (9) The reactants are [CH2:1]([O:3][C:4](=[O:29])[CH:5]([OH:28])[C:6]1[C:7]([CH3:27])=[N:8][C:9]2[C:14]([C:15]=1[C:16]1[CH:21]=[CH:20][C:19]([CH3:22])=[CH:18][CH:17]=1)=[CH:13][C:12]1[CH2:23][CH2:24][CH2:25][CH2:26][C:11]=1[CH:10]=2)[CH3:2].Cl(O)(=O)(=O)=O.C(=O)([O-])[O-].[Na+].[Na+]. The catalyst is C(OC(C)(C)C)(=O)C. The product is [CH2:1]([O:3][C:4](=[O:29])[CH:5]([O:28][C:6]([CH3:7])([CH3:15])[CH3:5])[C:6]1[C:7]([CH3:27])=[N:8][C:9]2[C:14]([C:15]=1[C:16]1[CH:21]=[CH:20][C:19]([CH3:22])=[CH:18][CH:17]=1)=[CH:13][C:12]1[CH2:23][CH2:24][CH2:25][CH2:26][C:11]=1[CH:10]=2)[CH3:2]. The yield is 0.638.